Dataset: Catalyst prediction with 721,799 reactions and 888 catalyst types from USPTO. Task: Predict which catalyst facilitates the given reaction. Reactant: [OH:1][C@H:2]1[CH2:6][CH2:5][N:4]([CH2:7][C@@H:8]([N:21](C)[C:22](=O)OCC2C=CC=CC=2)[C:9]2[CH:14]=[CH:13][CH:12]=[C:11]([C:15]3[N:19]=[C:18]([CH3:20])[O:17][N:16]=3)[CH:10]=2)[CH2:3]1. Product: [CH3:20][C:18]1[O:17][N:16]=[C:15]([C:11]2[CH:10]=[C:9]([C@H:8]([NH:21][CH3:22])[CH2:7][N:4]3[CH2:5][CH2:6][C@H:2]([OH:1])[CH2:3]3)[CH:14]=[CH:13][CH:12]=2)[N:19]=1. The catalyst class is: 33.